Dataset: Full USPTO retrosynthesis dataset with 1.9M reactions from patents (1976-2016). Task: Predict the reactants needed to synthesize the given product. (1) Given the product [CH3:1][C:2]1[CH:7]=[CH:6][C:5]([S:8]([N:11]2[C:15]([C:16]3[CH:21]=[CH:20][CH:19]=[CH:18][CH:17]=3)=[CH:14][C:13]([CH:22]=[O:23])=[N:12]2)(=[O:10])=[O:9])=[CH:4][CH:3]=1, predict the reactants needed to synthesize it. The reactants are: [CH3:1][C:2]1[CH:7]=[CH:6][C:5]([S:8]([N:11]2[C:15]([C:16]3[CH:21]=[CH:20][CH:19]=[CH:18][CH:17]=3)=[CH:14][C:13]([C:22](OCC)=[O:23])=[N:12]2)(=[O:10])=[O:9])=[CH:4][CH:3]=1.[H-].C([Al+]CC(C)C)C(C)C.Cl. (2) Given the product [Cl:1][C:2]1[CH:16]=[CH:15][C:5]([CH2:6][NH:7][C:8](=[O:14])[CH2:9][C:10]([F:13])([F:12])[F:11])=[CH:4][C:3]=1[CH:17]=[O:18], predict the reactants needed to synthesize it. The reactants are: [Cl:1][C:2]1[CH:16]=[CH:15][C:5]([CH2:6][NH:7][C:8](=[O:14])[CH2:9][C:10]([F:13])([F:12])[F:11])=[CH:4][C:3]=1[CH2:17][OH:18].